From a dataset of Catalyst prediction with 721,799 reactions and 888 catalyst types from USPTO. Predict which catalyst facilitates the given reaction. (1) Reactant: [H-].[H-].[H-].[H-].[Li+].[Al+3].CON(C)[C:10]([C@H:12]1[CH2:17][CH2:16][CH2:15][CH2:14][N:13]1[C:18]([O:20][C:21]([CH3:24])([CH3:23])[CH3:22])=[O:19])=[O:11]. Product: [CH:10]([C@H:12]1[CH2:17][CH2:16][CH2:15][CH2:14][N:13]1[C:18]([O:20][C:21]([CH3:24])([CH3:23])[CH3:22])=[O:19])=[O:11]. The catalyst class is: 7. (2) Reactant: [CH3:1][NH:2][C:3](=[O:32])[C:4]([NH:6][C:7]1[C:15]2[C:10](=[C:11]3[CH:18]=[CH:17][NH:16][C:12]3=[N:13][CH:14]=2)[N:9]([CH:19]2[CH2:24][CH2:23][N:22](C(OC(C)(C)C)=O)[CH2:21][CH2:20]2)[N:8]=1)=[O:5].[ClH:33].O1CCOCC1. Product: [ClH:33].[CH3:1][NH:2][C:3](=[O:32])[C:4]([NH:6][C:7]1[C:15]2[C:10](=[C:11]3[CH:18]=[CH:17][NH:16][C:12]3=[N:13][CH:14]=2)[N:9]([CH:19]2[CH2:24][CH2:23][NH:22][CH2:21][CH2:20]2)[N:8]=1)=[O:5]. The catalyst class is: 12. (3) Reactant: [OH:1][C:2]1[CH:10]=[CH:9][C:5]([C:6]([OH:8])=[O:7])=[CH:4][CH:3]=1.N1C=CC=CC=1.[C:17](Cl)(=[O:19])[CH3:18]. Product: [C:17]([O:1][C:2]1[CH:10]=[CH:9][C:5]([C:6]([OH:8])=[O:7])=[CH:4][CH:3]=1)(=[O:19])[CH3:18]. The catalyst class is: 33.